From a dataset of Peptide-MHC class I binding affinity with 185,985 pairs from IEDB/IMGT. Regression. Given a peptide amino acid sequence and an MHC pseudo amino acid sequence, predict their binding affinity value. This is MHC class I binding data. (1) The peptide sequence is ESYKVIGM. The MHC is H-2-Kb with pseudo-sequence H-2-Kb. The binding affinity (normalized) is 0.456. (2) The peptide sequence is KVFSFWLLCK. The binding affinity (normalized) is 0.346. The MHC is HLA-A02:01 with pseudo-sequence HLA-A02:01. (3) The peptide sequence is LLYEVDGDV. The MHC is HLA-A69:01 with pseudo-sequence HLA-A69:01. The binding affinity (normalized) is 0.0847.